Dataset: Forward reaction prediction with 1.9M reactions from USPTO patents (1976-2016). Task: Predict the product of the given reaction. (1) Given the reactants Cl.[CH:2]1([CH2:5][N:6]2[CH2:12][CH2:11][CH2:10][N:9]([C:13]([C@H:15]3[CH2:19][CH2:18][N:17](C(OC(C)(C)C)=O)[CH2:16]3)=[O:14])[CH2:8][CH2:7]2)[CH2:4][CH2:3]1, predict the reaction product. The product is: [CH:2]1([CH2:5][N:6]2[CH2:12][CH2:11][CH2:10][N:9]([C:13]([C@H:15]3[CH2:19][CH2:18][NH:17][CH2:16]3)=[O:14])[CH2:8][CH2:7]2)[CH2:4][CH2:3]1. (2) Given the reactants [Cl:1][C:2]1[CH:7]=[CH:6][C:5]([C:8]#[C:9][C:10]2[CH:39]=[CH:38][C:13]([CH2:14][N:15]([C:25]3[CH:37]=[CH:36][C:28]4[O:29]C(C)(C)[O:31][C:32](=[O:33])[C:27]=4[CH:26]=3)[C:16](=[O:24])[CH2:17][CH2:18][CH:19]3[CH2:23][CH2:22][CH2:21][CH2:20]3)=[CH:12][CH:11]=2)=[CH:4][CH:3]=1.[OH-].[Na+], predict the reaction product. The product is: [Cl:1][C:2]1[CH:3]=[CH:4][C:5]([C:8]#[C:9][C:10]2[CH:11]=[CH:12][C:13]([CH2:14][N:15]([C:16](=[O:24])[CH2:17][CH2:18][CH:19]3[CH2:20][CH2:21][CH2:22][CH2:23]3)[C:25]3[CH:37]=[CH:36][C:28]([OH:29])=[C:27]([CH:26]=3)[C:32]([OH:33])=[O:31])=[CH:38][CH:39]=2)=[CH:6][CH:7]=1. (3) Given the reactants C(N(CC)CC)C.Cl.[Cl:9][CH2:10][C:11]1[CH:12]=[C:13]([CH:16]=[CH:17][CH:18]=1)[CH2:14][NH2:15].[C:19](O[C:19]([O:21][C:22]([CH3:25])([CH3:24])[CH3:23])=[O:20])([O:21][C:22]([CH3:25])([CH3:24])[CH3:23])=[O:20], predict the reaction product. The product is: [C:22]([O:21][C:19](=[O:20])[NH:15][CH2:14][C:13]1[CH:16]=[CH:17][CH:18]=[C:11]([CH2:10][Cl:9])[CH:12]=1)([CH3:25])([CH3:24])[CH3:23]. (4) Given the reactants [Cl:1][C:2]1[CH:3]=[C:4]([O:11][C:12]2[CH:19]=[CH:18][C:15]([C:16]#[N:17])=[CH:14][C:13]=2[C:20]2[C:21]([O:26][CH3:27])=[N:22][CH:23]=[CH:24][CH:25]=2)[CH:5]=[N:6][C:7]=1[CH:8]1[CH2:10][CH2:9]1.C(=O)([O-])[O-:29].[K+].[K+].OO.O, predict the reaction product. The product is: [Cl:1][C:2]1[CH:3]=[C:4]([O:11][C:12]2[CH:19]=[CH:18][C:15]([C:16]([NH2:17])=[O:29])=[CH:14][C:13]=2[C:20]2[C:21]([O:26][CH3:27])=[N:22][CH:23]=[CH:24][CH:25]=2)[CH:5]=[N:6][C:7]=1[CH:8]1[CH2:10][CH2:9]1. (5) Given the reactants [F:1][C:2]1[CH:3]=[C:4]([NH:21][C:22]([C:24]2([C:27](O)=[O:28])[CH2:26][CH2:25]2)=[O:23])[CH:5]=[CH:6][C:7]=1[O:8][C:9]1[CH:14]=[CH:13][N:12]=[C:11]([C:15]2[CH:16]=[N:17][N:18]([CH3:20])[CH:19]=2)[CH:10]=1.CN(C(ON1N=NC2C=CC=CC1=2)=[N+](C)C)C.[B-](F)(F)(F)F.[F:52][C:53]1[CH:58]=[CH:57][C:56]([C@@H:59]([NH2:63])[CH2:60][O:61][CH3:62])=[CH:55][CH:54]=1.CCN(C(C)C)C(C)C, predict the reaction product. The product is: [F:1][C:2]1[CH:3]=[C:4]([NH:21][C:22]([C:24]2([C:27]([NH:63][C@H:59]([C:56]3[CH:57]=[CH:58][C:53]([F:52])=[CH:54][CH:55]=3)[CH2:60][O:61][CH3:62])=[O:28])[CH2:25][CH2:26]2)=[O:23])[CH:5]=[CH:6][C:7]=1[O:8][C:9]1[CH:14]=[CH:13][N:12]=[C:11]([C:15]2[CH:16]=[N:17][N:18]([CH3:20])[CH:19]=2)[CH:10]=1. (6) Given the reactants [Cl:1][C:2]1[C:3]([C:15]2[S:19][C:18]([C:20]3([O:24][CH2:25][O:26][CH3:27])[CH2:23][CH2:22][CH2:21]3)=[N:17][CH:16]=2)=[C:4]2[CH:10]=[C:9](/[C:11](=[N:13]/[OH:14])/[NH2:12])[NH:8][C:5]2=[N:6][CH:7]=1.[C:28]([O:32][C:33]([N:35]1[CH2:40][CH2:39][CH2:38][CH:37]([C:41](O)=[O:42])[CH2:36]1)=[O:34])([CH3:31])([CH3:30])[CH3:29].CN1CCOCC1.O.ON1C2C=CC=CC=2N=N1.Cl.CN(C)CCCN=C=NCC, predict the reaction product. The product is: [NH2:12]/[C:11](=[N:13]\[O:14][C:41]([CH:37]1[CH2:38][CH2:39][CH2:40][N:35]([C:33]([O:32][C:28]([CH3:31])([CH3:30])[CH3:29])=[O:34])[CH2:36]1)=[O:42])/[C:9]1[NH:8][C:5]2=[N:6][CH:7]=[C:2]([Cl:1])[C:3]([C:15]3[S:19][C:18]([C:20]4([O:24][CH2:25][O:26][CH3:27])[CH2:23][CH2:22][CH2:21]4)=[N:17][CH:16]=3)=[C:4]2[CH:10]=1. (7) Given the reactants C[O:2][C:3]1[C:4]([C:9]2[C:14]([Cl:15])=[CH:13][CH:12]=[CH:11][C:10]=2[Cl:16])=[CH:5][CH:6]=[CH:7][CH:8]=1.B(Br)(Br)Br, predict the reaction product. The product is: [Cl:15][C:14]1[CH:13]=[CH:12][CH:11]=[C:10]([Cl:16])[C:9]=1[C:4]1[C:3]([OH:2])=[CH:8][CH:7]=[CH:6][CH:5]=1.